From a dataset of Forward reaction prediction with 1.9M reactions from USPTO patents (1976-2016). Predict the product of the given reaction. (1) Given the reactants [NH:1]([C:39]([O:41][C:42]([CH3:45])([CH3:44])[CH3:43])=[O:40])[C@@H:2]([C:10]([NH:12][C@@H:13]([C:21]([NH:23][C@@H:24]([C:29]([O:31]CC1C=CC=CC=1)=[O:30])[CH2:25][CH:26]([CH3:28])[CH3:27])=[O:22])[CH2:14][C:15]1[CH:20]=[CH:19][CH:18]=[CH:17][CH:16]=1)=[O:11])[CH2:3][C:4]1[CH:9]=[CH:8][CH:7]=[CH:6][CH:5]=1, predict the reaction product. The product is: [NH:1]([C:39]([O:41][C:42]([CH3:44])([CH3:43])[CH3:45])=[O:40])[C@@H:2]([C:10]([NH:12][C@@H:13]([C:21]([NH:23][C@@H:24]([C:29]([OH:31])=[O:30])[CH2:25][CH:26]([CH3:28])[CH3:27])=[O:22])[CH2:14][C:15]1[CH:16]=[CH:17][CH:18]=[CH:19][CH:20]=1)=[O:11])[CH2:3][C:4]1[CH:9]=[CH:8][CH:7]=[CH:6][CH:5]=1. (2) Given the reactants [Cl:1][C:2]1[CH:7]=[CH:6][CH:5]=[C:4]([F:8])[C:3]=1[C:9]1[C:10]([Cl:17])=[N:11][C:12](Cl)=[CH:13][C:14]=1[Cl:15].C([Sn](CCCC)(CCCC)[C:23]1[N:28]=[CH:27][CH:26]=[CH:25][N:24]=1)CCC, predict the reaction product. The product is: [Cl:1][C:2]1[CH:7]=[CH:6][CH:5]=[C:4]([F:8])[C:3]=1[C:9]1[C:10]([Cl:17])=[N:11][C:12]([C:23]2[N:28]=[CH:27][CH:26]=[CH:25][N:24]=2)=[CH:13][C:14]=1[Cl:15]. (3) Given the reactants [CH3:1][C:2]1[C:11](=[O:12])[C:10]2[C:5](=[CH:6][CH:7]=[CH:8][CH:9]=2)[NH:4][C:3]=1[CH2:13][O:14][C:15]1[CH:25]=[CH:24][C:18]([C:19]([O:21]CC)=[O:20])=[C:17]([O:26][CH2:27][CH:28]2[CH2:33][CH2:32][O:31][CH2:30][CH2:29]2)[CH:16]=1.[OH-].[Na+].Cl, predict the reaction product. The product is: [CH3:1][C:2]1[C:11](=[O:12])[C:10]2[C:5](=[CH:6][CH:7]=[CH:8][CH:9]=2)[NH:4][C:3]=1[CH2:13][O:14][C:15]1[CH:25]=[CH:24][C:18]([C:19]([OH:21])=[O:20])=[C:17]([O:26][CH2:27][CH:28]2[CH2:29][CH2:30][O:31][CH2:32][CH2:33]2)[CH:16]=1. (4) Given the reactants [CH3:1][O:2][CH2:3][C:4]1[CH:9]=[CH:8][C:7]([C:10]2[C:11](=[O:20])[NH:12][C:13]3([CH2:19][CH2:18][CH2:17][CH2:16][CH2:15]3)[N:14]=2)=[CH:6][CH:5]=1.[H-].[Na+].Br[CH2:24][C:25]([NH:27][C:28]1[CH:33]=[CH:32][CH:31]=[C:30]([C:34]([F:37])([F:36])[F:35])[CH:29]=1)=O.[OH2:38], predict the reaction product. The product is: [CH3:1][O:2][CH2:3][C:4]1[CH:5]=[CH:6][C:7]([C:10]2[C:11](=[O:20])[N:12]([C:24](=[O:38])[CH2:25][NH:27][C:28]3[CH:33]=[CH:32][CH:31]=[C:30]([C:34]([F:37])([F:36])[F:35])[CH:29]=3)[C:13]3([CH2:15][CH2:16][CH2:17][CH2:18][CH2:19]3)[N:14]=2)=[CH:8][CH:9]=1. (5) The product is: [Br:5][C:6]1[CH:11]=[CH:10][CH:9]=[C:8]([O:12][CH2:2][O:3][CH3:4])[C:7]=1[F:13]. Given the reactants Cl[CH2:2][O:3][CH3:4].[Br:5][C:6]1[C:7]([F:13])=[C:8]([OH:12])[CH:9]=[CH:10][CH:11]=1.C(N(CC)C(C)C)(C)C, predict the reaction product. (6) Given the reactants I[C:2]1[CH:8]=[CH:7][CH:6]=[CH:5][C:3]=1[NH2:4].[CH3:9][C:10]1[CH:15]=[CH:14][C:13](B(O)O)=[CH:12][CH:11]=1.ClCCl.[OH-].[Na+], predict the reaction product. The product is: [CH3:9][C:10]1[CH:15]=[CH:14][C:13]([C:2]2[C:3]([NH2:4])=[CH:5][CH:6]=[CH:7][CH:8]=2)=[CH:12][CH:11]=1. (7) Given the reactants [Zn:1].[Br:2][C:3]1[C:4]([C:9]#[N:10])=[N:5][CH:6]=[CH:7][CH:8]=1, predict the reaction product. The product is: [Br-:2].[C:9]([C:4]1[C:3]([Zn+:1])=[CH:8][CH:7]=[CH:6][N:5]=1)#[N:10]. (8) The product is: [Br:29][C:24]1[C:25]([CH3:28])=[N:26][O:27][C:23]=1[NH:22][S:2]([C:5]1[CH:9]=[CH:8][S:7][C:6]=1[CH2:10]/[CH:11]=[CH:12]/[C:13]1[CH:18]=[CH:17][C:16]2[O:19][CH2:20][O:21][C:15]=2[CH:14]=1)(=[O:4])=[O:3]. Given the reactants Cl[S:2]([C:5]1[CH:9]=[CH:8][S:7][C:6]=1[CH2:10]/[CH:11]=[CH:12]/[C:13]1[CH:18]=[CH:17][C:16]2[O:19][CH2:20][O:21][C:15]=2[CH:14]=1)(=[O:4])=[O:3].[NH2:22][C:23]1[O:27][N:26]=[C:25]([CH3:28])[C:24]=1[Br:29], predict the reaction product. (9) Given the reactants [Br:1][C:2]1[C:3]([C:8](N(OC)C)=[O:9])=[N:4][CH:5]=[N:6][CH:7]=1.CC(C[AlH]CC(C)C)C, predict the reaction product. The product is: [Br:1][C:2]1[C:3]([CH:8]=[O:9])=[N:4][CH:5]=[N:6][CH:7]=1.